From a dataset of Full USPTO retrosynthesis dataset with 1.9M reactions from patents (1976-2016). Predict the reactants needed to synthesize the given product. (1) Given the product [O:53]=[C:52]([CH2:51][CH2:50][CH2:49][C:48](=[O:47])[NH:55][C:56]1[CH:57]=[N:58][C:59]([C:62]2[N:63]=[N:64][C:65]([C:68]3[CH:73]=[CH:72][CH:71]=[CH:70][N:69]=3)=[N:66][N:67]=2)=[CH:60][CH:61]=1)[NH:1][CH2:2][CH2:3][O:4][CH2:5][CH2:6][O:7][CH2:8][CH2:9][O:10][CH2:11][CH2:12][O:13][CH2:14][CH2:15][O:16][CH2:17][CH2:18][O:19][CH2:20][CH2:21][O:22][CH2:23][CH2:24][O:25][CH2:26][CH2:27][O:28][CH2:29][CH2:30][O:31][CH2:32][CH2:33][O:34][CH2:35][CH2:36][O:37][CH2:38][CH2:39][C:40]([O:42][C:43]([CH3:46])([CH3:45])[CH3:44])=[O:41], predict the reactants needed to synthesize it. The reactants are: [NH2:1][CH2:2][CH2:3][O:4][CH2:5][CH2:6][O:7][CH2:8][CH2:9][O:10][CH2:11][CH2:12][O:13][CH2:14][CH2:15][O:16][CH2:17][CH2:18][O:19][CH2:20][CH2:21][O:22][CH2:23][CH2:24][O:25][CH2:26][CH2:27][O:28][CH2:29][CH2:30][O:31][CH2:32][CH2:33][O:34][CH2:35][CH2:36][O:37][CH2:38][CH2:39][C:40]([O:42][C:43]([CH3:46])([CH3:45])[CH3:44])=[O:41].[O:47]=[C:48]([NH:55][C:56]1[CH:57]=[N:58][C:59]([C:62]2[N:63]=[N:64][C:65]([C:68]3[CH:73]=[CH:72][CH:71]=[CH:70][N:69]=3)=[N:66][N:67]=2)=[CH:60][CH:61]=1)[CH2:49][CH2:50][CH2:51][C:52](O)=[O:53].F[P-](F)(F)(F)(F)F.N1(O[P+](N(C)C)(N(C)C)N(C)C)C2C=CC=CC=2N=N1.CCN(C(C)C)C(C)C. (2) Given the product [CH3:1][C:2]1[S:6][N:5]=[N:4][C:3]=1[C:7](=[N:14][O:15][CH2:16][C:17]1[N:18]=[C:19]([NH:22][C:39]([CH:30]2[O:29][C:34]3[CH:35]=[CH:36][CH:37]=[CH:38][C:33]=3[O:32][CH2:31]2)=[O:40])[S:20][CH:21]=1)[C:8]1[CH:9]=[CH:10][CH:11]=[CH:12][CH:13]=1, predict the reactants needed to synthesize it. The reactants are: [CH3:1][C:2]1[S:6][N:5]=[N:4][C:3]=1[C:7](=[N:14][O:15][CH2:16][C:17]1[N:18]=[C:19]([NH2:22])[S:20][CH:21]=1)[C:8]1[CH:13]=[CH:12][CH:11]=[CH:10][CH:9]=1.N1C=CC=CC=1.[O:29]1[C:34]2[CH:35]=[CH:36][CH:37]=[CH:38][C:33]=2[O:32][CH2:31][CH:30]1[C:39](Cl)=[O:40].C(=O)(O)[O-].[Na+]. (3) Given the product [F:45][C:44]([F:47])([F:46])[S:41]([O:20][C:17]1[CH:18]=[C:19]2[C:14]([O:13][C:12]3[CH:11]=[CH:10][C:9]([C:22]4[C:23]([F:28])=[N:24][CH:25]=[CH:26][CH:27]=4)=[CH:8][C:7]=3[C:6]32[CH2:5][CH2:4][O:3][C:2]([NH2:1])=[N:29]3)=[C:15]([F:21])[CH:16]=1)(=[O:43])=[O:42], predict the reactants needed to synthesize it. The reactants are: [NH2:1][C:2]1[O:3][CH2:4][CH2:5][C:6]2([N:29]=1)[C:19]1[CH:18]=[C:17]([OH:20])[CH:16]=[C:15]([F:21])[C:14]=1[O:13][C:12]1[C:7]2=[CH:8][C:9]([C:22]2[C:23]([F:28])=[N:24][CH:25]=[CH:26][CH:27]=2)=[CH:10][CH:11]=1.C(Cl)Cl.ClC1C=CC(N([S:41]([C:44]([F:47])([F:46])[F:45])(=[O:43])=[O:42])[S:41]([C:44]([F:47])([F:46])[F:45])(=[O:43])=[O:42])=NC=1. (4) The reactants are: [C:1]([O:5][C:6]([N:8]1[CH2:13][CH2:12][C:11]([OH:20])([C:14]2[CH:19]=[CH:18][CH:17]=[CH:16][CH:15]=2)[CH2:10][CH2:9]1)=[O:7])([CH3:4])([CH3:3])[CH3:2].[H-].[Na+].[CH3:23]I. Given the product [C:1]([O:5][C:6]([N:8]1[CH2:9][CH2:10][C:11]([O:20][CH3:23])([C:14]2[CH:15]=[CH:16][CH:17]=[CH:18][CH:19]=2)[CH2:12][CH2:13]1)=[O:7])([CH3:4])([CH3:2])[CH3:3], predict the reactants needed to synthesize it. (5) Given the product [N:1]1[C:2]([NH:10][C:16](=[O:17])[O:15][C:12]([CH3:14])([CH3:13])[CH3:11])=[N:3][N:4]2[CH:9]=[CH:8][N:7]=[CH:6][C:5]=12, predict the reactants needed to synthesize it. The reactants are: [N:1]1[C:2]([NH2:10])=[N:3][N:4]2[CH:9]=[CH:8][N:7]=[CH:6][C:5]=12.[CH3:11][C:12]([O:15][C:16](O[C:16]([O:15][C:12]([CH3:14])([CH3:13])[CH3:11])=[O:17])=[O:17])([CH3:14])[CH3:13].[Li+].C[Si]([N-][Si](C)(C)C)(C)C. (6) Given the product [NH2:5][C@@H:6]([C@H:10]([OH:19])[C:11]1[CH:16]=[CH:15][C:14]([O:17][CH3:18])=[CH:13][CH:12]=1)[C:7]([O:9][CH3:20])=[O:8], predict the reactants needed to synthesize it. The reactants are: S(Cl)(Cl)=O.[NH2:5][CH:6]([CH:10]([OH:19])[C:11]1[CH:16]=[CH:15][C:14]([O:17][CH3:18])=[CH:13][CH:12]=1)[C:7]([OH:9])=[O:8].[CH3:20]O. (7) Given the product [CH2:12]([O:14][P:15]([CH2:18][CH2:19][NH:20][C:21]([O:23][CH2:24][C:25]1[CH:30]=[CH:29][CH:28]=[CH:27][CH:26]=1)=[O:22])([CH3:1])=[O:16])[CH3:13], predict the reactants needed to synthesize it. The reactants are: [C:1](Cl)(=O)C(Cl)=O.CN(C=O)C.[CH2:12]([O:14][P:15]([CH2:18][CH2:19][NH:20][C:21]([O:23][CH2:24][C:25]1[CH:30]=[CH:29][CH:28]=[CH:27][CH:26]=1)=[O:22])(=O)[OH:16])[CH3:13].C[Mg+].[Br-].